From a dataset of Reaction yield outcomes from USPTO patents with 853,638 reactions. Predict the reaction yield, written as a fraction of the theoretical maximum amount of product (1.0 means a 100% yield; for example, 0.34 means a 34% yield). (1) The reactants are [C:1]([C:3]1[CH:21]=[CH:20][C:6]([C:7]([NH:9][C:10]2[CH:15]=[CH:14][C:13]([C:16]([F:19])([F:18])[F:17])=[CH:12][CH:11]=2)=[O:8])=[CH:5][C:4]=1[CH3:22])#[N:2].[H-].[Na+].[CH3:25]I. The catalyst is CN(C=O)C. The product is [C:1]([C:3]1[CH:21]=[CH:20][C:6]([C:7]([N:9]([CH3:25])[C:10]2[CH:15]=[CH:14][C:13]([C:16]([F:18])([F:17])[F:19])=[CH:12][CH:11]=2)=[O:8])=[CH:5][C:4]=1[CH3:22])#[N:2]. The yield is 0.940. (2) The reactants are [Cl:1][C:2]1[CH:7]=[CH:6][C:5]([NH:8][C:9](=[O:11])[CH3:10])=[CH:4][C:3]=1[OH:12].Cl.[CH3:14][N:15]([CH3:19])[CH2:16][CH2:17]Cl. No catalyst specified. The product is [Cl:1][C:2]1[CH:7]=[CH:6][C:5]([NH:8][C:9](=[O:11])[CH3:10])=[CH:4][C:3]=1[O:12][CH2:17][CH2:16][N:15]([CH3:19])[CH3:14]. The yield is 0.800.